This data is from Peptide-MHC class I binding affinity with 185,985 pairs from IEDB/IMGT. The task is: Regression. Given a peptide amino acid sequence and an MHC pseudo amino acid sequence, predict their binding affinity value. This is MHC class I binding data. (1) The peptide sequence is RSRPSGDL. The MHC is Mamu-A01 with pseudo-sequence Mamu-A01. The binding affinity (normalized) is 0.330. (2) The peptide sequence is RRFIIFLFIL. The MHC is Patr-A0401 with pseudo-sequence Patr-A0401. The binding affinity (normalized) is 0.271. (3) The peptide sequence is VAEHRFENM. The MHC is HLA-A02:03 with pseudo-sequence HLA-A02:03. The binding affinity (normalized) is 0.180. (4) The peptide sequence is YMIKLAKEV. The MHC is HLA-A02:01 with pseudo-sequence HLA-A02:01. The binding affinity (normalized) is 0.449. (5) The peptide sequence is NEKTHVQLSL. The MHC is HLA-B40:02 with pseudo-sequence HLA-B40:02. The binding affinity (normalized) is 0.389.